This data is from Full USPTO retrosynthesis dataset with 1.9M reactions from patents (1976-2016). The task is: Predict the reactants needed to synthesize the given product. Given the product [CH2:1]([O:3][C:4](=[O:23])[C@@H:5]([NH:15][C:16]([O:18][C:19]([CH3:22])([CH3:21])[CH3:20])=[O:17])[CH2:6][C:7]1[CH:12]=[CH:11][C:10]2[O:13][CH:24]=[N:14][C:9]=2[CH:8]=1)[CH3:2], predict the reactants needed to synthesize it. The reactants are: [CH2:1]([O:3][C:4](=[O:23])[CH:5]([NH:15][C:16]([O:18][C:19]([CH3:22])([CH3:21])[CH3:20])=[O:17])[CH2:6][C:7]1[CH:12]=[CH:11][C:10]([OH:13])=[C:9]([NH2:14])[CH:8]=1)[CH3:2].[CH:24](OCC)(OCC)OCC.C(OC(OC(OC(C)(C)C)=O)=O)(C)(C)C.O.